This data is from NCI-60 drug combinations with 297,098 pairs across 59 cell lines. The task is: Regression. Given two drug SMILES strings and cell line genomic features, predict the synergy score measuring deviation from expected non-interaction effect. Drug 1: CC(CN1CC(=O)NC(=O)C1)N2CC(=O)NC(=O)C2. Drug 2: C1=NC2=C(N1)C(=S)N=CN2. Cell line: IGROV1. Synergy scores: CSS=19.9, Synergy_ZIP=-5.48, Synergy_Bliss=0.379, Synergy_Loewe=0.598, Synergy_HSA=0.750.